Dataset: Reaction yield outcomes from USPTO patents with 853,638 reactions. Task: Predict the reaction yield, written as a fraction of the theoretical maximum amount of product (1.0 means a 100% yield; for example, 0.34 means a 34% yield). (1) The reactants are Br.[N:2]1[CH:7]=[CH:6][CH:5]=[C:4]([O:8][C:9]2[CH:14]=[CH:13][C:12]([C:15]3[O:19][C:18]([NH2:20])=[N:17][N:16]=3)=[CH:11][CH:10]=2)[CH:3]=1.[F:21][C:22]([F:34])([F:33])[O:23][C:24]1[CH:32]=[CH:31][C:27]([C:28](Cl)=[O:29])=[CH:26][CH:25]=1. The catalyst is N1C=CC=CC=1.CO. The product is [N:2]1[CH:7]=[CH:6][CH:5]=[C:4]([O:8][C:9]2[CH:10]=[CH:11][C:12]([C:15]3[O:19][C:18]([NH:20][C:28](=[O:29])[C:27]4[CH:31]=[CH:32][C:24]([O:23][C:22]([F:21])([F:33])[F:34])=[CH:25][CH:26]=4)=[N:17][N:16]=3)=[CH:13][CH:14]=2)[CH:3]=1. The yield is 0.402. (2) The yield is 0.910. The catalyst is O.CC(O)=O. The product is [N:1]([N:5]1[C:11]2[CH:12]=[CH:13][CH:14]=[CH:15][C:10]=2[CH2:9][CH2:8][CH2:7][CH2:6]1)=[O:3]. The reactants are [N:1]([O-:3])=O.[Na+].[NH:5]1[C:11]2[CH:12]=[CH:13][CH:14]=[CH:15][C:10]=2[CH2:9][CH2:8][CH2:7][CH2:6]1. (3) The reactants are C([C:4]1([CH:8]([O:10][CH:11]2[CH2:16][CH2:15][CH:14]([N:17]3[C:22](=[O:23])[C:21]([CH2:24][C:25]4[CH:30]=[CH:29][C:28]([C:31]5[C:32]([C:37]#[N:38])=[CH:33][CH:34]=[CH:35][CH:36]=5)=[CH:27][C:26]=4[F:39])=[C:20]([CH2:40][CH2:41][CH3:42])[N:19]4[N:43]=[CH:44][N:45]=[C:18]34)[CH2:13][CH2:12]2)[CH3:9])[CH2:7][CH2:6][CH2:5]1)(=O)C.OO.FC(F)(F)C(OC(=O)C(F)(F)F)=[O:51].C(=O)([O-])O.[Na+].S([O-])([O-])(=O)=S.[Na+].[Na+]. The catalyst is C(Cl)(Cl)Cl. The product is [F:39][C:26]1[CH:27]=[C:28]([C:31]2[C:32]([C:37]#[N:38])=[CH:33][CH:34]=[CH:35][CH:36]=2)[CH:29]=[CH:30][C:25]=1[CH2:24][C:21]1[C:22](=[O:23])[N:17]([C@H:14]2[CH2:13][CH2:12][C@H:11]([O:10][CH:8]([C:4]3([OH:51])[CH2:7][CH2:6][CH2:5]3)[CH3:9])[CH2:16][CH2:15]2)[C:18]2[N:19]([N:43]=[CH:44][N:45]=2)[C:20]=1[CH2:40][CH2:41][CH3:42]. The yield is 0.120. (4) The reactants are [N+:1]([C:4]1[CH:5]=[C:6]2[C:11](=[CH:12][CH:13]=1)[C:10](=[O:14])[NH:9][C:8](=[O:15])[CH2:7]2)([O-])=O. The catalyst is CO.CN(C)C=O.[Pd]. The product is [NH2:1][C:4]1[CH:5]=[C:6]2[C:11](=[CH:12][CH:13]=1)[C:10](=[O:14])[NH:9][C:8](=[O:15])[CH2:7]2. The yield is 1.00. (5) The reactants are [C:1]([NH:4][CH2:5][CH2:6][O:7][C@@H:8]([C:22]1[CH:27]=[CH:26][CH:25]=[C:24]([Cl:28])[C:23]=1[F:29])[C@@H:9]1[CH2:14][CH2:13][CH2:12][N:11](C(OC(C)(C)C)=O)[CH2:10]1)(=[O:3])[CH3:2]. The catalyst is C(O)(C(F)(F)F)=O.C(Cl)Cl. The product is [Cl:28][C:24]1[C:23]([F:29])=[C:22]([C@@H:8]([C@@H:9]2[CH2:14][CH2:13][CH2:12][NH:11][CH2:10]2)[O:7][CH2:6][CH2:5][NH:4][C:1](=[O:3])[CH3:2])[CH:27]=[CH:26][CH:25]=1. The yield is 0.870. (6) The reactants are [C:1](=[O:40])(OC1C=CC([N+]([O-])=O)=CC=1)[O:2][C@@H:3]1[CH2:19][C@@H:18]2[C@@:6]([CH3:29])([C@@H:7]3[C@@H:15]([CH2:16][CH2:17]2)[C@:14]2([OH:20])[C@@:10]([CH3:28])([C@@H:11]([C:21]4[CH:22]=[CH:23][C:24](=[O:27])[O:25][CH:26]=4)[CH2:12][CH2:13]2)[CH2:9][CH2:8]3)[CH2:5][CH2:4]1.[O:41]1[CH2:46][CH2:45][N:44]([CH2:47][CH2:48][NH2:49])[CH2:43][CH2:42]1. The catalyst is C(Cl)Cl. The product is [O:41]1[CH2:46][CH2:45][N:44]([CH2:47][CH2:48][NH:49][C:1](=[O:40])[O:2][C@@H:3]2[CH2:19][C@@H:18]3[C@@:6]([CH3:29])([C@@H:7]4[C@@H:15]([CH2:16][CH2:17]3)[C@:14]3([OH:20])[C@@:10]([CH3:28])([C@@H:11]([C:21]5[CH:22]=[CH:23][C:24](=[O:27])[O:25][CH:26]=5)[CH2:12][CH2:13]3)[CH2:9][CH2:8]4)[CH2:5][CH2:4]2)[CH2:43][CH2:42]1. The yield is 0.614.